Dataset: Reaction yield outcomes from USPTO patents with 853,638 reactions. Task: Predict the reaction yield, written as a fraction of the theoretical maximum amount of product (1.0 means a 100% yield; for example, 0.34 means a 34% yield). (1) The reactants are C([O:4][C:5]1[C:10]([O:11][CH3:12])=[CH:9][C:8]([C:13]2[N:14]=[C:15]([CH2:18][N:19]([C:21]([O:23][C:24]([CH3:27])([CH3:26])[CH3:25])=[O:22])[CH3:20])[S:16][CH:17]=2)=[CH:7][C:6]=1[O:28][CH3:29])(=O)C.[OH-].[Na+]. The catalyst is CO. The product is [OH:4][C:5]1[C:10]([O:11][CH3:12])=[CH:9][C:8]([C:13]2[N:14]=[C:15]([CH2:18][N:19]([CH3:20])[C:21](=[O:22])[O:23][C:24]([CH3:25])([CH3:26])[CH3:27])[S:16][CH:17]=2)=[CH:7][C:6]=1[O:28][CH3:29]. The yield is 0.960. (2) The reactants are [Br:1][C:2]1[CH:3]=[CH:4][C:5]2[S:9](=[O:11])(=[O:10])[NH:8][CH:7]([CH3:12])[C:6]=2[CH:13]=1.C([O-])([O-])=O.[K+].[K+].Br[CH:21]([CH3:27])[C:22]([O:24][CH2:25][CH3:26])=[O:23]. The catalyst is CN(C=O)C.CCOC(C)=O. The product is [Br:1][C:2]1[CH:3]=[CH:4][C:5]2[S:9](=[O:10])(=[O:11])[N:8]([CH:21]([CH3:27])[C:22]([O:24][CH2:25][CH3:26])=[O:23])[CH:7]([CH3:12])[C:6]=2[CH:13]=1. The yield is 0.800. (3) The reactants are [CH:1]1([N:4]2[CH2:12][C:11]3[C:6](=[CH:7][CH:8]=[C:9](B4OC(C)(C)C(C)(C)O4)[CH:10]=3)[C:5]2=[O:22])[CH2:3][CH2:2]1.Br[C:24]1[CH:38]=[CH:37][C:27]([CH2:28][N:29]2[C:33](=[O:34])[CH2:32][N:31]([CH3:35])[C:30]2=[O:36])=[CH:26][CH:25]=1.C1(P(C2CCCCC2)C2CCCCC2)CCCCC1.P([O-])([O-])([O-])=O.[K+].[K+].[K+]. The catalyst is O1CCOCC1.C(Cl)Cl.O. The product is [CH:1]1([N:4]2[CH2:12][C:11]3[C:6](=[CH:7][CH:8]=[C:9]([C:24]4[CH:38]=[CH:37][C:27]([CH2:28][N:29]5[C:33](=[O:34])[CH2:32][N:31]([CH3:35])[C:30]5=[O:36])=[CH:26][CH:25]=4)[CH:10]=3)[C:5]2=[O:22])[CH2:2][CH2:3]1. The yield is 0.550. (4) The reactants are [F:1][C:2]([F:17])([F:16])[C:3]1[CH:4]=[C:5]([CH:9]=[C:10]([C:12]([F:15])([F:14])[F:13])[CH:11]=1)[C:6]([OH:8])=O.C(Cl)(=O)C(Cl)=O.O1CCCC1.[NH2:29][C:30]1[CH:31]=[C:32]([CH:49]=[CH:50][CH:51]=1)[O:33][C:34]1[CH:35]=[CH:36][C:37]2[N:38]([CH:40]=[C:41]([NH:43][C:44]([CH:46]3[CH2:48][CH2:47]3)=[O:45])[N:42]=2)[N:39]=1. The catalyst is CN(C)C=O.CN1CCCC1=O. The product is [CH:46]1([C:44]([NH:43][C:41]2[N:42]=[C:37]3[CH:36]=[CH:35][C:34]([O:33][C:32]4[CH:31]=[C:30]([NH:29][C:6](=[O:8])[C:5]5[CH:9]=[C:10]([C:12]([F:15])([F:14])[F:13])[CH:11]=[C:3]([C:2]([F:1])([F:17])[F:16])[CH:4]=5)[CH:51]=[CH:50][CH:49]=4)=[N:39][N:38]3[CH:40]=2)=[O:45])[CH2:47][CH2:48]1. The yield is 0.310.